Dataset: Catalyst prediction with 721,799 reactions and 888 catalyst types from USPTO. Task: Predict which catalyst facilitates the given reaction. (1) The catalyst class is: 116. Product: [C:34]1([C:22]2[C:21]3[C:26]([C:25]([C:28]4[CH:29]=[CH:30][CH:31]=[CH:32][CH:33]=4)=[CH:24][CH:23]=2)=[CH:27][C:19]2([C:9]4[CH:42]=[C:40]([B:43]5[O:47][C:46]([CH3:49])([CH3:48])[C:45]([CH3:51])([CH3:50])[O:44]5)[CH:41]=[CH:11][C:10]=4[C:13]4[C:18]2=[CH:17][CH:16]=[CH:15][CH:14]=4)[CH:20]=3)[CH:39]=[CH:38][CH:37]=[CH:36][CH:35]=1. Reactant: [Li]CCCC.BrC1C=[CH:11][C:10]2[C:13]3[C:18]([C:19]4([CH:27]=[C:26]5[C:21]([C:22]([C:34]6[CH:39]=[CH:38][CH:37]=[CH:36][CH:35]=6)=[CH:23][CH:24]=[C:25]5[C:28]5[CH:33]=[CH:32][CH:31]=[CH:30][CH:29]=5)=[CH:20]4)[C:9]=2C=1)=[CH:17][CH:16]=[CH:15][CH:14]=3.[CH:40]([B:43]1[O:47][C:46]([CH3:49])([CH3:48])[C:45]([CH3:51])([CH3:50])[O:44]1)([CH3:42])[CH3:41].O. (2) Reactant: [CH3:13][C:12]([O:11][C:9](O[C:9]([O:11][C:12]([CH3:15])([CH3:14])[CH3:13])=[O:10])=[O:10])([CH3:15])[CH3:14].Cl.NC(N)=N.[NH2:21][C:22]1[CH:27]=[CH:26][CH:25]=[CH:24][CH:23]=1. Product: [C:22]1([NH:21][C:9](=[O:10])[O:11][C:12]([CH3:13])([CH3:14])[CH3:15])[CH:27]=[CH:26][CH:25]=[CH:24][CH:23]=1. The catalyst class is: 14.